This data is from Reaction yield outcomes from USPTO patents with 853,638 reactions. The task is: Predict the reaction yield, written as a fraction of the theoretical maximum amount of product (1.0 means a 100% yield; for example, 0.34 means a 34% yield). (1) The reactants are [N:1]1([C:7]2[N:12]=[C:11]([N:13]3[CH:18]4[CH2:19][CH2:20][CH:14]3[CH2:15][O:16][CH2:17]4)[N:10]=[C:9]([C:21]3[CH:27]=[CH:26][C:24]([NH2:25])=[CH:23][CH:22]=3)[N:8]=2)[CH2:6][CH2:5][O:4][CH2:3][CH2:2]1.ClC(Cl)(O[C:32](=[O:38])OC(Cl)(Cl)Cl)Cl.[CH:40]([NH2:43])([CH3:42])[CH3:41]. No catalyst specified. The product is [CH:40]([NH:43][C:32]([NH:25][C:24]1[CH:26]=[CH:27][C:21]([C:9]2[N:8]=[C:7]([N:1]3[CH2:2][CH2:3][O:4][CH2:5][CH2:6]3)[N:12]=[C:11]([N:13]3[CH:14]4[CH2:20][CH2:19][CH:18]3[CH2:17][O:16][CH2:15]4)[N:10]=2)=[CH:22][CH:23]=1)=[O:38])([CH3:42])[CH3:41]. The yield is 0.500. (2) The product is [C:1]([O:5][C:6](=[O:24])[NH:7][C@H:8]([CH:21]([CH3:22])[CH3:23])[C:9](=[O:20])[CH2:10][CH2:11][C:12]1[CH:17]=[CH:16][CH:15]=[C:14]([C:18]#[N:19])[CH:13]=1)([CH3:4])([CH3:3])[CH3:2]. The reactants are [C:1]([O:5][C:6](=[O:24])[NH:7][C@H:8]([CH:21]([CH3:23])[CH3:22])[C:9](=[O:20])/[CH:10]=[CH:11]\[C:12]1[CH:17]=[CH:16][CH:15]=[C:14]([C:18]#[N:19])[CH:13]=1)([CH3:4])([CH3:3])[CH3:2]. The yield is 0.790. The catalyst is [Pd].CO. (3) The reactants are [CH3:1][O:2][C:3]1[C:11]2[O:10][CH:9]([CH3:12])[CH2:8][C:7]=2[C:6]([CH3:13])=[C:5]([N:14]2[CH2:19][CH2:18][NH:17][CH2:16][CH2:15]2)[C:4]=1[CH3:20].Br[C:22]1[CH:27]=[CH:26][C:25]([O:28][CH3:29])=[C:24]([F:30])[CH:23]=1. No catalyst specified. The product is [F:30][C:24]1[CH:23]=[C:22]([N:17]2[CH2:18][CH2:19][N:14]([C:5]3[C:4]([CH3:20])=[C:3]([O:2][CH3:1])[C:11]4[O:10][CH:9]([CH3:12])[CH2:8][C:7]=4[C:6]=3[CH3:13])[CH2:15][CH2:16]2)[CH:27]=[CH:26][C:25]=1[O:28][CH3:29]. The yield is 0.390. (4) The reactants are [F:1][C:2]1[CH:7]=[CH:6][C:5]([CH2:8][OH:9])=[CH:4][CH:3]=1.N1C=CN=C1.[C:15]([Si:19](Cl)([CH3:21])[CH3:20])([CH3:18])([CH3:17])[CH3:16]. The catalyst is CN(C=O)C. The product is [C:15]([Si:19]([O:9][CH2:8][C:5]1[CH:6]=[CH:7][C:2]([F:1])=[CH:3][CH:4]=1)([CH3:21])[CH3:20])([CH3:18])([CH3:17])[CH3:16]. The yield is 0.990. (5) The yield is 0.534. The catalyst is C(OCC)(=O)C. The product is [Cl:1][C:2]1[C:3]([O:10][CH3:11])=[C:4]([C:28]([CH3:34])([CH3:33])[C:29]#[N:14])[CH:5]=[CH:6][C:7]=1[CH3:8]. The reactants are [Cl:1][C:2]1[C:7]([CH3:8])=[CH:6][CH:5]=[C:4](F)[C:3]=1[O:10][CH3:11].C[Si](C)(C)[N-:14][Si](C)(C)C.[K+].O.S(=O)(=O)(O)O.[C:28]1([CH3:34])[CH:33]=CC=C[CH:29]=1. (6) The reactants are [ClH:1].[NH:2]1[C:6]2=[N:7][CH:8]=[CH:9][C:10]([O:11][C:12]3[CH:17]=[CH:16][C:15]([NH:18]C4C(C(NC5C=CC(F)=CC=5F)=O)=CN=CC=4)=[CH:14][C:13]=3[F:36])=[C:5]2[CH:4]=[CH:3]1.F[C:38]1[N:53]=[CH:52][CH:51]=[CH:50][C:39]=1[C:40]([NH:42][C:43]1[CH:48]=[CH:47][CH:46]=[CH:45][C:44]=1[CH3:49])=[O:41].CN1C(=O)CCC1.Cl. The catalyst is O1CCOCC1. The product is [ClH:1].[ClH:1].[NH:2]1[C:6]2=[N:7][CH:8]=[CH:9][C:10]([O:11][C:12]3[CH:17]=[CH:16][C:15]([NH:18][C:38]4[N:53]=[CH:52][CH:51]=[CH:50][C:39]=4[C:40]([NH:42][C:43]4[CH:48]=[CH:47][CH:46]=[CH:45][C:44]=4[CH3:49])=[O:41])=[CH:14][C:13]=3[F:36])=[C:5]2[CH:4]=[CH:3]1. The yield is 0.290.